Dataset: Reaction yield outcomes from USPTO patents with 853,638 reactions. Task: Predict the reaction yield, written as a fraction of the theoretical maximum amount of product (1.0 means a 100% yield; for example, 0.34 means a 34% yield). (1) The reactants are [Br:1][C:2]1[CH:7]=[CH:6][C:5]([CH:8]2[CH2:12][CH2:11][CH2:10][N:9]2C(OC(C)(C)C)=O)=[CH:4][CH:3]=1.[ClH:20]. The catalyst is CO. The product is [ClH:20].[Br:1][C:2]1[CH:3]=[CH:4][C:5]([CH:8]2[CH2:12][CH2:11][CH2:10][NH:9]2)=[CH:6][CH:7]=1. The yield is 1.00. (2) The yield is 0.760. The reactants are [NH2:1][C:2]1[CH:3]=[CH:4][CH:5]=[C:6]2[C:10]=1[C:9](=[O:11])[N:8]([CH:12]([C:15]1[CH:20]=[CH:19][C:18]([O:21][CH3:22])=[C:17]([O:23][CH2:24][CH3:25])[CH:16]=1)[CH2:13][CH3:14])[CH2:7]2.[CH:26]1([C:29](Cl)=[O:30])[CH2:28][CH2:27]1. The product is [CH2:24]([O:23][C:17]1[CH:16]=[C:15]([CH:12]([N:8]2[C:9](=[O:11])[C:10]3[C:6](=[CH:5][CH:4]=[CH:3][C:2]=3[NH:1][C:29]([CH:26]3[CH2:28][CH2:27]3)=[O:30])[CH2:7]2)[CH2:13][CH3:14])[CH:20]=[CH:19][C:18]=1[O:21][CH3:22])[CH3:25]. The catalyst is C1COCC1. (3) The reactants are [CH:1]1([S:6][CH:7]([C:11]2[CH:16]=[CH:15][C:14]([F:17])=[CH:13][CH:12]=2)[C:8]([OH:10])=O)[CH2:5][CH2:4][CH2:3][CH2:2]1.[NH2:18][C:19]1[CH:24]=[CH:23][CH:22]=[CH:21][N:20]=1. The catalyst is C1COCC1. The product is [CH:1]1([S:6][CH:7]([C:11]2[CH:16]=[CH:15][C:14]([F:17])=[CH:13][CH:12]=2)[C:8]([NH:18][C:19]2[CH:24]=[CH:23][CH:22]=[CH:21][N:20]=2)=[O:10])[CH2:2][CH2:3][CH2:4][CH2:5]1. The yield is 0.720. (4) The reactants are [Br:1][C:2]1[CH:8]=[CH:7][C:5]([NH2:6])=[C:4]([F:9])[CH:3]=1.[OH:10][C:11]1[CH:18]=[CH:17][CH:16]=[C:15]([CH3:19])[C:12]=1[CH:13]=O.C(N(CC)CC)C. The catalyst is C1(C)C=CC=CC=1.C1(C)C=CC(S(O)(=O)=O)=CC=1. The product is [Br:1][C:2]1[CH:8]=[CH:7][C:5]([N:6]=[CH:13][C:12]2[C:15]([CH3:19])=[CH:16][CH:17]=[CH:18][C:11]=2[OH:10])=[C:4]([F:9])[CH:3]=1. The yield is 0.990. (5) The reactants are [CH2:1]([C:3]1[CH:8]=[C:7]([C:9]2[O:10][CH:11]=[CH:12][N:13]=2)[C:6]([O:14][CH3:15])=[CH:5][C:4]=1[NH:16]C(=O)C)[CH3:2].[OH-].[K+]. The catalyst is C(O)C.O. The product is [CH2:1]([C:3]1[CH:8]=[C:7]([C:9]2[O:10][CH:11]=[CH:12][N:13]=2)[C:6]([O:14][CH3:15])=[CH:5][C:4]=1[NH2:16])[CH3:2]. The yield is 0.380. (6) The reactants are [Br:1][C:2]1[C:10](Br)=[CH:9][C:5]2[O:6][CH2:7][CH2:8][C:4]=2[CH:3]=1.FC1(F)OC2C=C(C)C(C3N=C[C:25]([NH:28][C:29](=O)[C:30]4[CH:35]=[CH:34]C=CC=4F)=[N:26]C=3)=CC=2O1.[O-]P([O-])([O-])=O.[K+].[K+].[K+].CC(=O)OCC. The catalyst is C(#N)C.O1CCOCC1.O. The product is [Br:1][C:2]1[C:10]([C:30]2[CH:35]=[CH:34][C:25]([NH2:26])=[N:28][CH:29]=2)=[CH:9][C:5]2[O:6][CH2:7][CH2:8][C:4]=2[CH:3]=1. The yield is 0.0950. (7) The reactants are C[C:2]1(C)[O:7][C:6]2[C:8]([O:12][CH:13]([CH3:15])[CH3:14])=[CH:9][CH:10]=[CH:11][C:5]=2[C:4](=[O:16])[O:3]1.C[O-].[Na+]. The catalyst is CO. The product is [OH:7][C:6]1[C:8]([O:12][CH:13]([CH3:15])[CH3:14])=[CH:9][CH:10]=[CH:11][C:5]=1[C:4]([O:3][CH3:2])=[O:16]. The yield is 0.930. (8) The reactants are [Cl:1][C:2]1[C:3]([N:12]2[CH:16]=[C:15]([CH2:17][CH2:18][CH2:19][O:20]COC)[C:14]([CH:24]([CH3:26])[CH3:25])=[N:13]2)=[N:4][CH:5]=[C:6]([C:8]([F:11])([F:10])[F:9])[CH:7]=1.Cl. The catalyst is CO. The product is [Cl:1][C:2]1[C:3]([N:12]2[CH:16]=[C:15]([CH2:17][CH2:18][CH2:19][OH:20])[C:14]([CH:24]([CH3:26])[CH3:25])=[N:13]2)=[N:4][CH:5]=[C:6]([C:8]([F:10])([F:11])[F:9])[CH:7]=1. The yield is 0.940. (9) The reactants are [CH3:1][O:2][C:3]([C:5]1[CH:6]=[C:7]([Cl:25])[CH:8]=[C:9]2[C:14]=1[NH:13][CH:12]([C:15]1[CH:20]=[CH:19][CH:18]=[C:17]([Br:21])[CH:16]=1)[C:11]([CH3:23])([CH3:22])[CH:10]2O)=[O:4].C([SiH](CC)CC)C. The catalyst is FC(F)(F)C(O)=O. The product is [CH3:1][O:2][C:3]([C:5]1[CH:6]=[C:7]([Cl:25])[CH:8]=[C:9]2[C:14]=1[NH:13][CH:12]([C:15]1[CH:20]=[CH:19][CH:18]=[C:17]([Br:21])[CH:16]=1)[C:11]([CH3:22])([CH3:23])[CH2:10]2)=[O:4]. The yield is 0.500.